Dataset: Reaction yield outcomes from USPTO patents with 853,638 reactions. Task: Predict the reaction yield, written as a fraction of the theoretical maximum amount of product (1.0 means a 100% yield; for example, 0.34 means a 34% yield). (1) The reactants are [O:1]1[CH2:6][CH2:5][O:4][CH2:3][C@@H:2]1[CH2:7][OH:8].N1C=CC=CC=1.[C:15]1([CH3:25])[CH:20]=[CH:19][C:18]([S:21](Cl)(=[O:23])=[O:22])=[CH:17][CH:16]=1. The catalyst is ClCCl. The product is [CH3:25][C:15]1[CH:20]=[CH:19][C:18]([S:21]([O:8][CH2:7][C@H:2]2[CH2:3][O:4][CH2:5][CH2:6][O:1]2)(=[O:23])=[O:22])=[CH:17][CH:16]=1. The yield is 0.730. (2) The catalyst is CN1C(=O)CCC1.O. The yield is 0.940. The reactants are F[C:2]1[CH:19]=[CH:18][C:17]([I:20])=[CH:16][C:3]=1[CH:4]=[N:5][NH:6][C:7]1[CH:15]=[CH:14][C:10]([C:11]([OH:13])=[O:12])=[CH:9][CH:8]=1.CC(C)([O-])C.[K+].Cl. The product is [I:20][C:17]1[CH:16]=[C:3]2[C:2](=[CH:19][CH:18]=1)[N:6]([C:7]1[CH:15]=[CH:14][C:10]([C:11]([OH:13])=[O:12])=[CH:9][CH:8]=1)[N:5]=[CH:4]2. (3) The reactants are [H-].[Na+].[NH2:3][C@@H:4]1[C:13]2[C:8](=[CH:9][CH:10]=[CH:11][CH:12]=2)[C@H:7]([OH:14])[CH2:6][CH2:5]1.F[C:16]1[CH:17]=[CH:18][C:19]2[N:20]([C:22]([N:25]([CH:29]([CH3:31])[CH3:30])[CH:26]([CH3:28])[CH3:27])=[N:23][N:24]=2)[CH:21]=1. The catalyst is CN(C=O)C. The product is [NH2:3][C@@H:4]1[C:13]2[C:8](=[CH:9][CH:10]=[CH:11][CH:12]=2)[C@H:7]([O:14][C:16]2[CH:17]=[CH:18][C:19]3[N:20]([C:22]([N:25]([CH:29]([CH3:31])[CH3:30])[CH:26]([CH3:27])[CH3:28])=[N:23][N:24]=3)[CH:21]=2)[CH2:6][CH2:5]1. The yield is 0.680.